This data is from Reaction yield outcomes from USPTO patents with 853,638 reactions. The task is: Predict the reaction yield, written as a fraction of the theoretical maximum amount of product (1.0 means a 100% yield; for example, 0.34 means a 34% yield). (1) The reactants are CS(O[CH2:6][CH2:7][CH2:8][CH2:9][C:10]1[S:14][C:13]([C:15]([O:17][CH2:18][CH3:19])=[O:16])=[N:12][N:11]=1)(=O)=O.[N-:20]=[N+:21]=[N-:22].[Na+]. The catalyst is CN(C=O)C. The product is [N:20]([CH2:6][CH2:7][CH2:8][CH2:9][C:10]1[S:14][C:13]([C:15]([O:17][CH2:18][CH3:19])=[O:16])=[N:12][N:11]=1)=[N+:21]=[N-:22]. The yield is 0.960. (2) The reactants are [N+:1]([C:4]1[CH:9]=[CH:8][C:7]([C:10]2[C:18]3[C:17]([NH:19][C:20](=[O:26])[O:21][C:22]([CH3:25])([CH3:24])[CH3:23])=[N:16][CH:15]=[N:14][C:13]=3[O:12][CH:11]=2)=[CH:6][CH:5]=1)([O-:3])=[O:2].[Br:27]Br. The catalyst is CN(C=O)C. The product is [Br:27][C:11]1[O:12][C:13]2[N:14]=[CH:15][N:16]=[C:17]([NH:19][C:20](=[O:26])[O:21][C:22]([CH3:23])([CH3:25])[CH3:24])[C:18]=2[C:10]=1[C:7]1[CH:6]=[CH:5][C:4]([N+:1]([O-:3])=[O:2])=[CH:9][CH:8]=1. The yield is 0.930. (3) The reactants are Br.[CH:2]1([S:5][C:6]2[CH:11]=[CH:10][C:9]([C:12]([C:14]3[CH:19]=[CH:18][C:17]([C:20]([F:23])([F:22])[F:21])=[C:16]([O:24]C)[N:15]=3)=[O:13])=[CH:8][CH:7]=2)[CH2:4][CH2:3]1.O. The catalyst is O1CCOCC1. The product is [CH:2]1([S:5][C:6]2[CH:7]=[CH:8][C:9]([C:12]([C:14]3[NH:15][C:16](=[O:24])[C:17]([C:20]([F:23])([F:22])[F:21])=[CH:18][CH:19]=3)=[O:13])=[CH:10][CH:11]=2)[CH2:4][CH2:3]1. The yield is 0.550. (4) The reactants are [F:1][C:2]([F:23])([F:22])[C@@H:3]1[CH2:8][CH2:7][C@H:6]([O:9][C:10]2[CH:19]=[C:18]3[C:13]([CH:14]=[CH:15][C:16]([CH:20]=[O:21])=[CH:17]3)=[CH:12][CH:11]=2)[CH2:5][CH2:4]1.C1C(=O)N([Cl:31])C(=O)C1.C(O)(C(F)(F)F)=O. The catalyst is CC#N. The product is [Cl:31][C:19]1[C:10]([O:9][C@H:6]2[CH2:7][CH2:8][C@@H:3]([C:2]([F:22])([F:23])[F:1])[CH2:4][CH2:5]2)=[CH:11][CH:12]=[C:13]2[C:18]=1[CH:17]=[C:16]([CH:20]=[O:21])[CH:15]=[CH:14]2. The yield is 0.700. (5) The reactants are Br[CH2:2][C:3]1[CH:12]=[CH:11][C:6]([C:7]([O:9][CH3:10])=[O:8])=[CH:5][C:4]=1[F:13].[C-:14]#[N:15].[Na+]. The catalyst is CO.O. The product is [C:14]([CH2:2][C:3]1[CH:12]=[CH:11][C:6]([C:7]([O:9][CH3:10])=[O:8])=[CH:5][C:4]=1[F:13])#[N:15]. The yield is 0.638.